From a dataset of Full USPTO retrosynthesis dataset with 1.9M reactions from patents (1976-2016). Predict the reactants needed to synthesize the given product. (1) Given the product [C:1]([C:3]1[CH:4]=[C:5]([CH:24]=[CH:25][CH:26]=1)[C:6]([NH:8][C:9]1[CH:10]=[CH:11][C:12]2[O:16][N:15]=[C:14]([CH:17]3[CH2:18][CH2:19][N:20]([C:63]([CH:58]4[CH2:62][CH2:61][CH2:60][CH2:59]4)=[O:64])[CH2:21][CH2:22]3)[C:13]=2[CH:23]=1)=[O:7])#[N:2], predict the reactants needed to synthesize it. The reactants are: [C:1]([C:3]1[CH:4]=[C:5]([CH:24]=[CH:25][CH:26]=1)[C:6]([NH:8][C:9]1[CH:10]=[CH:11][C:12]2[O:16][N:15]=[C:14]([CH:17]3[CH2:22][CH2:21][NH:20][CH2:19][CH2:18]3)[C:13]=2[CH:23]=1)=[O:7])#[N:2].F[B-](F)(F)F.N1(OC(N(C)C)=[N+](C)C)C2C=CC=CC=2N=N1.C(N(C(C)C)CC)(C)C.[CH:58]1([C:63](O)=[O:64])[CH2:62][CH2:61][CH2:60][CH2:59]1.C(=O)(O)[O-].[Na+]. (2) Given the product [CH2:34]([O:33][C:31](=[O:32])[CH:30]([O:36][CH2:37][CH3:38])[CH2:29][C:26]1[CH:27]=[CH:28][C:23]([O:22][CH2:21][CH2:20][N:3]([CH:4]2[C:5]3[CH:18]=[CH:17][CH:16]=[CH:15][C:6]=3[CH2:7][CH2:8][C:9]3[CH:14]=[CH:13][CH:12]=[CH:11][C:10]2=3)[CH3:2])=[CH:24][CH:25]=1)[CH3:35], predict the reactants needed to synthesize it. The reactants are: Cl.[CH3:2][NH:3][CH:4]1[C:10]2[CH:11]=[CH:12][CH:13]=[CH:14][C:9]=2[CH2:8][CH2:7][C:6]2[CH:15]=[CH:16][CH:17]=[CH:18][C:5]1=2.Br[CH2:20][CH2:21][O:22][C:23]1[CH:28]=[CH:27][C:26]([CH2:29][CH:30]([O:36][CH2:37][CH3:38])[C:31]([O:33][CH2:34][CH3:35])=[O:32])=[CH:25][CH:24]=1.C(=O)([O-])[O-].[K+].[K+].CN(C)C=O. (3) Given the product [Cl:1][C:2]1[CH:3]=[CH:4][C:5]([C:8]([CH3:13])([CH3:12])[C:9]([CH:21]([C:22]([O:24][CH2:25][CH3:26])=[O:23])[C:20]([O:28][CH2:29][CH3:30])=[O:27])=[O:11])=[CH:6][CH:7]=1, predict the reactants needed to synthesize it. The reactants are: [Cl:1][C:2]1[CH:7]=[CH:6][C:5]([C:8]([CH3:13])([CH3:12])[C:9]([OH:11])=O)=[CH:4][CH:3]=1.C(Cl)(=O)C(Cl)=O.[C:20]([O:28][CH2:29][CH3:30])(=[O:27])[CH2:21][C:22]([O:24][CH2:25][CH3:26])=[O:23].[Mg+2].[Cl-].[Cl-].C([O-])(=O)CC([O-])=O. (4) Given the product [CH:35]([O:34][C:32](=[O:33])[NH:1][CH2:2][C@H:3]1[CH2:8][CH2:7][C@H:6]([N:9]2[C:13]3=[C:14]4[S:20][CH:19]=[CH:18][C:15]4=[N:16][CH:17]=[C:12]3[N:11]=[C:10]2[CH2:21][C:22]#[N:23])[CH2:5][CH2:4]1)([CH3:37])[CH3:36], predict the reactants needed to synthesize it. The reactants are: [NH2:1][CH2:2][C@H:3]1[CH2:8][CH2:7][C@H:6]([N:9]2[C:13]3=[C:14]4[S:20][CH:19]=[CH:18][C:15]4=[N:16][CH:17]=[C:12]3[N:11]=[C:10]2[CH2:21][C:22]#[N:23])[CH2:5][CH2:4]1.C(N(CC)CC)C.Cl[C:32]([O:34][CH:35]([CH3:37])[CH3:36])=[O:33]. (5) The reactants are: [NH2:1][C@@H:2]([CH2:22][C:23]1[CH:28]=[CH:27][C:26]([O:29][CH3:30])=[CH:25][CH:24]=1)[C:3]([N:5]1[CH2:10][CH2:9][C:8]([C:17](=[O:21])[CH2:18][CH2:19][CH3:20])([C:11]2[CH:16]=[CH:15][CH:14]=[CH:13][CH:12]=2)[CH2:7][CH2:6]1)=[O:4].C(N(C(C)C)CC)(C)C.Cl[C:41](OC1C=CC([N+]([O-])=O)=CC=1)=[O:42].Cl.Cl.[NH2:55][CH2:56][CH2:57][C:58]1[N:62]=[CH:61][NH:60][CH:59]=1. Given the product [C:17]([C:8]1([C:11]2[CH:16]=[CH:15][CH:14]=[CH:13][CH:12]=2)[CH2:9][CH2:10][N:5]([C:3](=[O:4])[C@@H:2]([NH:1][C:41]([NH:55][CH2:56][CH2:57][C:58]2[N:62]=[CH:61][NH:60][CH:59]=2)=[O:42])[CH2:22][C:23]2[CH:28]=[CH:27][C:26]([O:29][CH3:30])=[CH:25][CH:24]=2)[CH2:6][CH2:7]1)(=[O:21])[CH2:18][CH2:19][CH3:20], predict the reactants needed to synthesize it.